From a dataset of Full USPTO retrosynthesis dataset with 1.9M reactions from patents (1976-2016). Predict the reactants needed to synthesize the given product. The reactants are: O=P(Cl)(Cl)Cl.[CH2:6]([N:8]([CH2:16][CH3:17])[C:9]1[CH:14]=[CH:13][CH:12]=[C:11]([CH3:15])[CH:10]=1)[CH3:7].[C:18]([O-])(=[O:20])C.[Na+]. Given the product [CH2:16]([N:8]([CH2:6][CH3:7])[C:9]1[CH:14]=[CH:13][C:12]([CH:18]=[O:20])=[C:11]([CH3:15])[CH:10]=1)[CH3:17], predict the reactants needed to synthesize it.